Dataset: Reaction yield outcomes from USPTO patents with 853,638 reactions. Task: Predict the reaction yield, written as a fraction of the theoretical maximum amount of product (1.0 means a 100% yield; for example, 0.34 means a 34% yield). (1) The reactants are [OH-:1].[Li+].[F:3][C:4]1[CH:28]=[CH:27][C:7]([CH2:8][O:9][C:10]2[N:11]=[N:12][CH:13]=[C:14]3[C:18]([CH:19]=[O:20])=[C:17]([CH3:21])[N:16]([CH2:22][C@H:23]4[CH2:25][C@@H:24]4[CH3:26])[C:15]=23)=[CH:6][CH:5]=1.Cl. The catalyst is O.C(O)C.[N+]([O-])([O-])=O.[Ag+]. The product is [C:19]([C:18]1[C:14]2[C:15](=[C:10]([O:9][CH2:8][C:7]3[CH:6]=[CH:5][C:4]([F:3])=[CH:28][CH:27]=3)[N:11]=[N:12][CH:13]=2)[N:16]([CH2:22][C@H:23]2[CH2:25][C@@H:24]2[CH3:26])[C:17]=1[CH3:21])([OH:1])=[O:20]. The yield is 0.510. (2) The reactants are [CH3:1][O:2][C:3](=[O:32])[NH:4][CH:5]([C:9]([N:11]1[CH2:15][CH2:14][CH2:13][CH:12]1[C:16](=[O:31])[NH:17][C:18]1[CH:19]=[C:20]([C:24]2[CH:29]=[CH:28][C:27](Cl)=[CH:26][CH:25]=2)[CH:21]=[CH:22][CH:23]=1)=[O:10])[CH:6]([CH3:8])[CH3:7].[B:33]1([B:33]2[O:37][C:36]([CH3:39])([CH3:38])[C:35]([CH3:41])([CH3:40])[O:34]2)[O:37][C:36]([CH3:39])([CH3:38])[C:35]([CH3:41])([CH3:40])[O:34]1.C1(P(C2CCCCC2)C2CCCCC2)CCCCC1.C([O-])(=O)C.[K+]. The catalyst is O1CCOCC1.C1C=CC(/C=C/C(/C=C/C2C=CC=CC=2)=O)=CC=1.C1C=CC(/C=C/C(/C=C/C2C=CC=CC=2)=O)=CC=1.C1C=CC(/C=C/C(/C=C/C2C=CC=CC=2)=O)=CC=1.[Pd].[Pd]. The product is [CH3:1][O:2][C:3](=[O:32])[NH:4][CH:5]([C:9]([N:11]1[CH2:15][CH2:14][CH2:13][CH:12]1[C:16](=[O:31])[NH:17][C:18]1[CH:19]=[C:20]([C:24]2[CH:29]=[CH:28][C:27]([B:33]3[O:37][C:36]([CH3:39])([CH3:38])[C:35]([CH3:41])([CH3:40])[O:34]3)=[CH:26][CH:25]=2)[CH:21]=[CH:22][CH:23]=1)=[O:10])[CH:6]([CH3:8])[CH3:7]. The yield is 1.00. (3) The reactants are [NH2:1][C:2]1[C:7]([N+:8]([O-:10])=[O:9])=[CH:6][CH:5]=[CH:4][C:3]=1[OH:11].[C:12]([O-])([O-])=O.[K+].[K+].CI.O. The catalyst is CN(C=O)C. The product is [CH3:12][O:11][C:3]1[CH:4]=[CH:5][CH:6]=[C:7]([N+:8]([O-:10])=[O:9])[C:2]=1[NH2:1]. The yield is 0.900. (4) The catalyst is O. The reactants are [C:1](#[N:3])[CH3:2].[CH2:4]([CH:6]1[O:8][CH2:7]1)Cl.[C:9]1([S:15](N)(=[O:17])=[O:16])[CH:14]=[CH:13][CH:12]=[CH:11][CH:10]=1.[C:19](=O)([O-])[O-:20].[Cs+].[Cs+]. The yield is 0.460. The product is [O:20]1[CH2:19][CH:2]1[CH2:1][N:3]([CH2:4][CH:6]1[CH2:7][O:8]1)[S:15]([C:9]1[CH:14]=[CH:13][CH:12]=[CH:11][CH:10]=1)(=[O:17])=[O:16]. (5) The reactants are [Br:1][C:2]1[CH:7]=[CH:6][C:5]([C:8]2[N:9]([CH2:22][CH2:23][OH:24])[CH:10]=[C:11]([C:13]3[N:14]([CH:19]([CH3:21])[CH3:20])[N:15]=[C:16]([CH3:18])[N:17]=3)[N:12]=2)=[C:4](F)[CH:3]=1.[H-].[Na+]. The catalyst is CN(C=O)C. The product is [Br:1][C:2]1[CH:7]=[CH:6][C:5]2[C:8]3[N:9]([CH2:22][CH2:23][O:24][C:4]=2[CH:3]=1)[CH:10]=[C:11]([C:13]1[N:14]([CH:19]([CH3:21])[CH3:20])[N:15]=[C:16]([CH3:18])[N:17]=1)[N:12]=3. The yield is 0.530. (6) The reactants are [C:1]1([C:7]([C:21]2[CH:26]=[CH:25][CH:24]=[C:23]([O:27][C:28]3[CH:33]=[CH:32][C:31]([C:34]([F:37])([F:36])[F:35])=[CH:30][N:29]=3)[CH:22]=2)=[C:8]2[CH2:13][CH2:12][N:11](C(OC(C)(C)C)=O)[CH2:10][CH2:9]2)[CH:6]=[CH:5][CH:4]=[CH:3][CH:2]=1.[F:38][C:39]([F:44])([F:43])[C:40]([OH:42])=[O:41]. The catalyst is C(Cl)Cl. The product is [F:38][C:39]([F:44])([F:43])[C:40]([OH:42])=[O:41].[C:1]1([C:7](=[C:8]2[CH2:13][CH2:12][NH:11][CH2:10][CH2:9]2)[C:21]2[CH:22]=[C:23]([CH:24]=[CH:25][CH:26]=2)[O:27][C:28]2[CH:33]=[CH:32][C:31]([C:34]([F:36])([F:37])[F:35])=[CH:30][N:29]=2)[CH:6]=[CH:5][CH:4]=[CH:3][CH:2]=1. The yield is 0.700.